Dataset: Reaction yield outcomes from USPTO patents with 853,638 reactions. Task: Predict the reaction yield, written as a fraction of the theoretical maximum amount of product (1.0 means a 100% yield; for example, 0.34 means a 34% yield). (1) The reactants are [F:1][C:2]1[C:18]([F:19])=[C:17]([F:20])[CH:16]=[CH:15][C:3]=1[CH2:4][C:5]1[O:9][N:8]=[C:7]([C:10]([O:12]CC)=O)[N:6]=1.Cl.[Cl:22][C:23]1[CH:24]=[C:25]2[C:29](=[CH:30][CH:31]=1)[NH:28][CH:27]=[C:26]2[CH2:32][CH2:33][NH2:34].CN(C(ON1N=NC2C=CC=NC1=2)=[N+](C)C)C.F[P-](F)(F)(F)(F)F.C(N(CC)C(C)C)(C)C. The catalyst is C1COCC1.[OH-].[Na+].O.CN(C=O)C. The product is [Cl:22][C:23]1[CH:24]=[C:25]2[C:29](=[CH:30][CH:31]=1)[NH:28][CH:27]=[C:26]2[CH2:32][CH2:33][NH:34][C:10]([C:7]1[N:6]=[C:5]([CH2:4][C:3]2[CH:15]=[CH:16][C:17]([F:20])=[C:18]([F:19])[C:2]=2[F:1])[O:9][N:8]=1)=[O:12]. The yield is 0.0900. (2) The reactants are [Cl:1][C:2]1[CH:7]=[CH:6][C:5]([NH:8][C:9]2[C:10]3[CH:18]=[C:17]([NH:19]CC4C=CC(OC)=CC=4)[N:16]=[CH:15][C:11]=3[N:12]=[CH:13][N:14]=2)=[CH:4][C:3]=1[C:29]#[CH:30].FC(F)(F)C(O)=O.C1(OC)C=CC=CC=1. The catalyst is C(Cl)Cl. The product is [Cl:1][C:2]1[CH:7]=[CH:6][C:5]([NH:8][C:9]2[C:10]3[CH:18]=[C:17]([NH2:19])[N:16]=[CH:15][C:11]=3[N:12]=[CH:13][N:14]=2)=[CH:4][C:3]=1[C:29]#[CH:30]. The yield is 0.950.